Dataset: Reaction yield outcomes from USPTO patents with 853,638 reactions. Task: Predict the reaction yield, written as a fraction of the theoretical maximum amount of product (1.0 means a 100% yield; for example, 0.34 means a 34% yield). (1) The reactants are C([O:8][C:9]1[CH:37]=[CH:36][C:12]2[NH:13][C:14]([C:19]3[C:20](=[O:35])[N:21]([NH:30][CH2:31][CH:32]4[CH2:34][CH2:33]4)[C:22]4[C:27]([C:28]=3[OH:29])=[CH:26][CH:25]=[CH:24][CH:23]=4)=[N:15][S:16](=[O:18])(=[O:17])[C:11]=2[CH:10]=1)C1C=CC=CC=1.C([O-])=O.[NH4+]. The catalyst is O1CCCC1.[Pd].[OH-].[OH-].[Pd+2]. The product is [CH:32]1([CH2:31][NH:30][N:21]2[C:22]3[C:27](=[CH:26][CH:25]=[CH:24][CH:23]=3)[C:28]([OH:29])=[C:19]([C:14]3[NH:13][C:12]4[CH:36]=[CH:37][C:9]([OH:8])=[CH:10][C:11]=4[S:16](=[O:17])(=[O:18])[N:15]=3)[C:20]2=[O:35])[CH2:33][CH2:34]1. The yield is 0.530. (2) The reactants are [CH:1]1[C:10]2[C:5](=[CH:6][CH:7]=[CH:8][CH:9]=2)[CH:4]=[CH:3][C:2]=1[C:11]([NH:13][C:14]1[CH:36]=[CH:35][C:17]([CH2:18][C:19]2[C:27]3[C:22](=[CH:23][CH:24]=[CH:25][CH:26]=3)[N:21]([CH2:28][C:29]([O:31]CC)=[O:30])[C:20]=2[CH3:34])=[CH:16][CH:15]=1)=[O:12].O.[OH-].[Li+].O1CCCC1.CO. The catalyst is O. The product is [CH:1]1[C:10]2[C:5](=[CH:6][CH:7]=[CH:8][CH:9]=2)[CH:4]=[CH:3][C:2]=1[C:11]([NH:13][C:14]1[CH:15]=[CH:16][C:17]([CH2:18][C:19]2[C:27]3[C:22](=[CH:23][CH:24]=[CH:25][CH:26]=3)[N:21]([CH2:28][C:29]([OH:31])=[O:30])[C:20]=2[CH3:34])=[CH:35][CH:36]=1)=[O:12]. The yield is 0.201. (3) The reactants are [CH3:1][O:2][C:3]1[C:12]2[C:7](=[CH:8][CH:9]=[CH:10][CH:11]=2)[C:6]([OH:13])=[CH:5][CH:4]=1.[C:14](Cl)(=[O:16])[CH3:15]. The catalyst is C1(C)C=CC=CC=1.[N+](C)([O-])=O.C(Cl)Cl.[O-]S(C(F)(F)F)(=O)=O.[Sc+3].[O-]S(C(F)(F)F)(=O)=O.[O-]S(C(F)(F)F)(=O)=O. The product is [C:14]([C:5]1[CH:4]=[C:3]([O:2][CH3:1])[C:12]2[C:7](=[CH:8][CH:9]=[CH:10][CH:11]=2)[C:6]=1[OH:13])(=[O:16])[CH3:15]. The yield is 0.720.